Dataset: Peptide-MHC class I binding affinity with 185,985 pairs from IEDB/IMGT. Task: Regression. Given a peptide amino acid sequence and an MHC pseudo amino acid sequence, predict their binding affinity value. This is MHC class I binding data. The peptide sequence is FPMAVKLFI. The MHC is HLA-B08:01 with pseudo-sequence HLA-B08:01. The binding affinity (normalized) is 0.337.